The task is: Predict the product of the given reaction.. This data is from Forward reaction prediction with 1.9M reactions from USPTO patents (1976-2016). Given the reactants [CH3:1][C:2]([CH3:10])([CH2:6][C:7](O)=O)[C:3](O)=O.[NH2:11][CH2:12][CH2:13][OH:14], predict the reaction product. The product is: [CH3:1][C:2]1([CH3:10])[CH2:6][CH2:7][N:11]([CH2:12][CH2:13][OH:14])[CH2:3]1.